Dataset: Experimentally validated miRNA-target interactions with 360,000+ pairs, plus equal number of negative samples. Task: Binary Classification. Given a miRNA mature sequence and a target amino acid sequence, predict their likelihood of interaction. (1) The miRNA is hsa-miR-4796-3p with sequence UAAAGUGGCAGAGUAUAGACAC. The protein sequence of the target gene is MSVRYSSSKHYSSSRSGGGGGGGGCGGGGGVSSLRISSSKGSLGGGFSSGGFSGGSFSRGSSGGGCFGGSSGGYGGLGGFGGGSFRGSYGSSSFGGSYGGIFGGGSFGGGSFGGGSFGGGGFGGGGFGGGFGGGFGGDGGLLSGNEKVTMQNLNDRLASYLDKVRALEESNYELEGKIKEWYEKHGNSHQGEPRDYSKYYKTIDDLKNQILNLTTDNANILLQIDNARLAADDFRLKYENEVALRQSVEADINGLRRVLDELTLTKADLEMQIESLTEELAYLKKNHEEEMKDLRNVSTG.... Result: 1 (interaction). (2) The miRNA is hsa-miR-5691 with sequence UUGCUCUGAGCUCCGAGAAAGC. The protein sequence of the target gene is MAHYPTRLKTRKTYSWVGRPLLDRKLHYQTYREMCVKTEGCSTEIHIQIGQFVLIEGDDDENPYVAKLLELFEDDSDPPPKKRARVQWFVRFCEVPACKRHLLGRKPGAQEIFWYDYPACDSNINAETIIGLVRVIPLAPKDVVPTNLKNEKTLFVKLSWNEKKFRPLSSELFAELNKPQESAAKCQKPVRAKSKSAESPSWTPAEHVAKRIESRHSASKSRQTPTHPLTPRARKRLELGNLGNPQMSQQTSCASLDSPGRIKRKVAFSEITSPSKRSQPDKLQTLSPALKAPEKTRETG.... Result: 1 (interaction).